This data is from Forward reaction prediction with 1.9M reactions from USPTO patents (1976-2016). The task is: Predict the product of the given reaction. (1) Given the reactants [NH2:1][CH2:2][CH2:3][C:4]1C2[C:7](=CC=CC=2)[NH:6][CH:5]=1.COC1C=C(CCN)C=CC=1OCC1C=CC=CC=1.[CH3:32][CH:33]([CH3:44])[CH2:34][C:35]1S[C:38]([CH2:40][C:41](O)=O)=[CH:37][CH:36]=1.[S:45]1[CH:49]=[CH:48][CH:47]=[C:46]1[CH2:50][C:51](O)=O, predict the reaction product. The product is: [CH3:32][CH:33]([CH3:44])[CH2:34][C:35]1[C:36]2=[N:1][C:2]3[C:3](=[CH:4][CH2:5][N:6]4[C:51]=3[CH2:50][C@@H:46]3[S:45][CH:49]=[CH:48][C:47]3=[CH:7]4)[C:37]2=[CH:38][CH2:40][CH:41]=1. (2) Given the reactants [CH3:1][C:2]1[S:3][CH:4]=[CH:5][C:6]=1[CH3:7].[Br:8][C:9]1[CH:16]=[CH:15][C:12]([CH2:13]Br)=[CH:11][CH:10]=1, predict the reaction product. The product is: [Br:8][C:9]1[CH:16]=[CH:15][C:12]([CH2:13][C:4]2[S:3][C:2]([CH3:1])=[C:6]([CH3:7])[CH:5]=2)=[CH:11][CH:10]=1. (3) Given the reactants [Br:1][C:2]1[CH:10]=[C:9]([Br:11])[CH:8]=[C:4]([C:5]([OH:7])=O)[C:3]=1[OH:12].[Cl:13][C:14]1[CH:15]=[C:16]([CH:18]=[C:19]([Cl:21])[CH:20]=1)[NH2:17], predict the reaction product. The product is: [Br:1][C:2]1[C:3]([OH:12])=[C:4]([CH:8]=[C:9]([Br:11])[CH:10]=1)[C:5]([NH:17][C:16]1[CH:15]=[C:14]([Cl:13])[CH:20]=[C:19]([Cl:21])[CH:18]=1)=[O:7]. (4) Given the reactants [C:1]1([C:7]([C:17]2[CH:22]=[CH:21][CH:20]=[CH:19][CH:18]=2)=[N:8][NH:9][C:10]2[CH:15]=[CH:14][C:13]([F:16])=[CH:12][CH:11]=2)[CH:6]=[CH:5][CH:4]=[CH:3][CH:2]=1.[CH3:23][C:24]1[CH:32]=[CH:31][C:27]([CH2:28][CH2:29]Br)=[CH:26][CH:25]=1, predict the reaction product. The product is: [C:17]1([C:7]([C:1]2[CH:2]=[CH:3][CH:4]=[CH:5][CH:6]=2)=[N:8][N:9]([CH2:29][CH2:28][C:27]2[CH:31]=[CH:32][C:24]([CH3:23])=[CH:25][CH:26]=2)[C:10]2[CH:15]=[CH:14][C:13]([F:16])=[CH:12][CH:11]=2)[CH:18]=[CH:19][CH:20]=[CH:21][CH:22]=1. (5) Given the reactants [NH2:1][C:2]1[N:7]=[CH:6][C:5]([CH2:8][CH:9]([C:15]2[N:16]=[CH:17][N:18]([CH2:20][CH2:21][CH:22]3[CH2:27][CH2:26][N:25]([C:28](=[O:42])[CH:29]([C:36]4[CH:41]=[CH:40][CH:39]=[CH:38][CH:37]=4)[C:30]4[CH:35]=[CH:34][CH:33]=[CH:32][CH:31]=4)[CH2:24][CH2:23]3)[CH:19]=2)[C:10]([O:12]CC)=[O:11])=[CH:4][CH:3]=1.[OH-].[Na+].Cl, predict the reaction product. The product is: [NH2:1][C:2]1[N:7]=[CH:6][C:5]([CH2:8][CH:9]([C:15]2[N:16]=[CH:17][N:18]([CH2:20][CH2:21][CH:22]3[CH2:23][CH2:24][N:25]([C:28](=[O:42])[CH:29]([C:30]4[CH:31]=[CH:32][CH:33]=[CH:34][CH:35]=4)[C:36]4[CH:37]=[CH:38][CH:39]=[CH:40][CH:41]=4)[CH2:26][CH2:27]3)[CH:19]=2)[C:10]([OH:12])=[O:11])=[CH:4][CH:3]=1. (6) Given the reactants [F:1][C:2]([F:17])([F:16])[C:3]1[CH:4]=[C:5]([CH2:13][C:14]#[N:15])[CH:6]=[C:7]([C:9]([F:12])([F:11])[F:10])[CH:8]=1.C[Si]([N-][Si](C)(C)C)(C)C.[Na+].Br[CH2:29][C:30]([O:32][CH2:33][CH3:34])=[O:31].O, predict the reaction product. The product is: [F:1][C:2]([F:16])([F:17])[C:3]1[CH:4]=[C:5]([CH:13]([C:14]#[N:15])[CH2:29][C:30]([O:32][CH2:33][CH3:34])=[O:31])[CH:6]=[C:7]([C:9]([F:10])([F:11])[F:12])[CH:8]=1. (7) Given the reactants [CH3:1][C@@:2]12[C@H:11]3[CH2:12][CH:13]=[C:14]4[CH:19]5[CH2:20][C:21]([CH3:25])([CH3:24])[CH2:22][CH2:23][C@:18]5([C:26]([O:28][C@@H:29]5[O:34][C@H:33]([CH2:35][OH:36])[C@@H:32]([OH:37])[C@H:31]([O:38][C@@H:39]6[O:44][C@H:43]([CH2:45][OH:46])[C@@H:42]([OH:47])[C@H:41]([O:48][C@@H:49]7[O:54][C@H:53]([CH2:55][OH:56])[C@@H:52]([OH:57])[C@H:51]([O:58][C@@H:59]8[O:64][C@H:63]([CH2:65][OH:66])[C@@H:62]([OH:67])[C@H:61]([O:68][C@@H:69]9[O:74][C@H:73]([CH2:75][OH:76])[C@@H:72]([OH:77])[C@H:71]([OH:78])[C@H:70]9[OH:79])[C@H:60]8[OH:80])[C@H:50]7[OH:81])[C@H:40]6[OH:82])[C@H:30]5[OH:83])=[O:27])[CH:17]([OH:84])[CH2:16][C@@:15]4([CH3:85])[C@:10]3([CH3:86])[CH2:9][CH2:8][C@H:7]1[C@@:6]([CH:88]=[O:89])([CH3:87])[C@@H:5]([O:90][C@@H:91]1[O:96][C@H:95]([CH2:97][OH:98])[C@@H:94]([OH:99])[C@H:93]([O:100][C@@H:101]3[O:106][C@H:105]([CH2:107][OH:108])[C@@H:104]([OH:109])[C@H:103]([O:110][C@@H:111]4[O:116][C@H:115]([CH2:117][OH:118])[C@@H:114]([OH:119])[C@H:113]([OH:120])[C@H:112]4[OH:121])[C@H:102]3[OH:122])[C@H:92]1[OH:123])[CH2:4][CH2:3]2.[CH3:124][CH:125]([CH2:127][CH2:128][CH2:129][C@H:130]([C@@H:132]1[C@:150]2([CH3:151])[C@H:135]([C@H:136]3[C@H:147]([CH2:148][CH2:149]2)[C@:145]2([CH3:146])[C:139]([CH2:140][C@H:141]([CH2:143][CH2:144]2)[OH:142])=[CH:138][CH2:137]3)[CH2:134][CH2:133]1)[CH3:131])[CH3:126], predict the reaction product. The product is: [CH3:1][C@@:2]12[C@H:11]3[CH2:12][CH:13]=[C:14]4[CH:19]5[CH2:20][C:21]([CH3:24])([CH3:25])[CH2:22][CH2:23][C@:18]5([C:26]([O:28][C@@H:29]5[O:34][C@H:33]([CH2:35][OH:36])[C@@H:32]([OH:37])[C@H:31]([O:38][C@@H:39]6[O:44][C@H:43]([CH2:45][OH:46])[C@@H:42]([OH:47])[C@H:41]([O:48][C@@H:49]7[O:54][C@H:53]([CH2:55][OH:56])[C@@H:52]([OH:57])[C@H:51]([O:58][C@@H:59]8[O:64][C@H:63]([CH2:65][OH:66])[C@@H:62]([OH:67])[C@H:61]([O:68][C@@H:69]9[O:74][C@H:73]([CH2:75][OH:76])[C@@H:72]([OH:77])[C@H:71]([OH:78])[C@H:70]9[OH:79])[C@H:60]8[OH:80])[C@H:50]7[OH:81])[C@H:40]6[OH:82])[C@H:30]5[OH:83])=[O:27])[CH:17]([OH:84])[CH2:16][C@@:15]4([CH3:85])[C@:10]3([CH3:86])[CH2:9][CH2:8][C@H:7]1[C@@:6]([CH:88]=[O:89])([CH3:87])[C@@H:5]([O:90][C@@H:91]1[O:96][C@H:95]([CH2:97][OH:98])[C@@H:94]([OH:99])[C@H:93]([O:100][C@@H:101]3[O:106][C@H:105]([CH2:107][OH:108])[C@@H:104]([OH:109])[C@H:103]([O:110][C@@H:111]4[O:116][C@H:115]([CH2:117][OH:118])[C@@H:114]([OH:119])[C@H:113]([OH:120])[C@H:112]4[OH:121])[C@H:102]3[OH:122])[C@H:92]1[OH:123])[CH2:4][CH2:3]2.[CH3:126][CH:125]([CH2:127][CH2:128][CH2:129][C@H:130]([C@@H:132]1[C@:150]2([CH3:151])[C@H:135]([C@H:136]3[C@H:147]([CH2:148][CH2:149]2)[C@:145]2([CH3:146])[C:139]([CH2:140][C@H:141]([CH2:143][CH2:144]2)[OH:142])=[CH:138][CH2:137]3)[CH2:134][CH2:133]1)[CH3:131])[CH3:124]. (8) Given the reactants [C:1]([N:4]1[C:12]2[C:7](=[CH:8][C:9]([Br:17])=[C:10]([S:13](Cl)(=[O:15])=[O:14])[CH:11]=2)[C:6]([CH3:19])([CH3:18])[CH2:5]1)(=[O:3])[CH3:2].[O-]S([O-])=O.[Na+].[Na+].C([O-])(O)=O.[Na+].I[CH2:32][CH3:33], predict the reaction product. The product is: [Br:17][C:9]1[CH:8]=[C:7]2[C:12](=[CH:11][C:10]=1[S:13]([CH2:32][CH3:33])(=[O:15])=[O:14])[N:4]([C:1](=[O:3])[CH3:2])[CH2:5][C:6]2([CH3:19])[CH3:18]. (9) Given the reactants [Cl:1][C:2]1[CH:7]=[C:6]([Cl:8])[C:5](=[O:9])[N:4]([CH2:10][CH2:11][C:12]2[CH:17]=[CH:16][C:15]([C:18]([O:20][CH3:21])=[O:19])=[CH:14][CH:13]=2)[C:3]=1[C:22]([OH:24])=O.[C:25](Cl)(=O)[C:26](Cl)=O.C[N:32]([CH:34]=O)C, predict the reaction product. The product is: [Cl:8][C:6]1[C:5](=[O:9])[N:4]([CH2:10][CH2:11][C:12]2[CH:17]=[CH:16][C:15]([C:18]([O:20][CH3:21])=[O:19])=[CH:14][CH:13]=2)[C:3]([C:22](=[O:24])[NH:32][C:34]2[CH:6]=[CH:7][CH:2]=[C:3]([CH2:25][CH3:26])[CH:22]=2)=[C:2]([Cl:1])[CH:7]=1.